From a dataset of NCI-60 drug combinations with 297,098 pairs across 59 cell lines. Regression. Given two drug SMILES strings and cell line genomic features, predict the synergy score measuring deviation from expected non-interaction effect. (1) Drug 1: CC1OCC2C(O1)C(C(C(O2)OC3C4COC(=O)C4C(C5=CC6=C(C=C35)OCO6)C7=CC(=C(C(=C7)OC)O)OC)O)O. Drug 2: C1=CN(C=N1)CC(O)(P(=O)(O)O)P(=O)(O)O. Cell line: HCT116. Synergy scores: CSS=17.7, Synergy_ZIP=-12.0, Synergy_Bliss=-18.9, Synergy_Loewe=-33.2, Synergy_HSA=-15.4. (2) Drug 1: C1=CC=C(C(=C1)C(C2=CC=C(C=C2)Cl)C(Cl)Cl)Cl. Drug 2: CC1C(C(CC(O1)OC2CC(CC3=C2C(=C4C(=C3O)C(=O)C5=C(C4=O)C(=CC=C5)OC)O)(C(=O)CO)O)N)O.Cl. Cell line: LOX IMVI. Synergy scores: CSS=57.5, Synergy_ZIP=-1.06, Synergy_Bliss=-0.550, Synergy_Loewe=2.89, Synergy_HSA=3.41. (3) Drug 1: C1CCN(CC1)CCOC2=CC=C(C=C2)C(=O)C3=C(SC4=C3C=CC(=C4)O)C5=CC=C(C=C5)O. Drug 2: CN(C)C1=NC(=NC(=N1)N(C)C)N(C)C. Cell line: UACC-257. Synergy scores: CSS=-6.79, Synergy_ZIP=6.52, Synergy_Bliss=6.57, Synergy_Loewe=-2.92, Synergy_HSA=-3.34. (4) Drug 1: CC(C1=C(C=CC(=C1Cl)F)Cl)OC2=C(N=CC(=C2)C3=CN(N=C3)C4CCNCC4)N. Drug 2: CN(C)C1=NC(=NC(=N1)N(C)C)N(C)C. Cell line: SW-620. Synergy scores: CSS=10.9, Synergy_ZIP=-0.957, Synergy_Bliss=0.120, Synergy_Loewe=-11.5, Synergy_HSA=-3.38.